This data is from Catalyst prediction with 721,799 reactions and 888 catalyst types from USPTO. The task is: Predict which catalyst facilitates the given reaction. (1) Reactant: C([NH:8][C@H:9]([CH2:34][C:35]1[CH:40]=[CH:39][C:38]([Cl:41])=[CH:37][CH:36]=1)[C:10]([NH:12][N:13]1[CH2:17][CH2:16][C@H:15]([N:18]([CH:28]2[CH2:33][CH2:32][CH2:31][CH2:30][CH2:29]2)[C:19](=[O:27])[C@H:20]([CH3:26])[CH2:21][O:22][C:23](=[O:25])[CH3:24])[CH2:14]1)=[O:11])(OC(C)(C)C)=O.[C:42]([OH:48])([C:44]([F:47])([F:46])[F:45])=[O:43]. Product: [OH:48][C:42]([C:44]([F:47])([F:46])[F:45])=[O:43].[NH2:8][C@H:9]([CH2:34][C:35]1[CH:40]=[CH:39][C:38]([Cl:41])=[CH:37][CH:36]=1)[C:10]([NH:12][N:13]1[CH2:17][CH2:16][C@H:15]([N:18]([CH:28]2[CH2:29][CH2:30][CH2:31][CH2:32][CH2:33]2)[C:19](=[O:27])[C@H:20]([CH3:26])[CH2:21][O:22][C:23](=[O:25])[CH3:24])[CH2:14]1)=[O:11]. The catalyst class is: 2. (2) Reactant: C(OC([N:8]1[CH2:12][C@@H:11]([CH2:13][N:14]([CH:31]([CH3:33])[CH3:32])[C:15](=[O:30])[C:16]2[CH:21]=[CH:20][C:19]([O:22][CH3:23])=[C:18]([O:24][CH2:25][CH2:26][CH2:27][O:28][CH3:29])[CH:17]=2)[C@H:10]([NH2:34])[CH2:9]1)=O)(C)(C)C.Br[CH2:36][C:37]([NH:39][CH:40]1[CH2:45][CH2:44][O:43][CH2:42][CH2:41]1)=[O:38].CC#N.O. Product: [CH:31]([N:14]([CH2:13][C@H:11]1[C@H:10]([NH:34][CH2:36][C:37](=[O:38])[NH:39][CH:40]2[CH2:45][CH2:44][O:43][CH2:42][CH2:41]2)[CH2:9][NH:8][CH2:12]1)[C:15](=[O:30])[C:16]1[CH:21]=[CH:20][C:19]([O:22][CH3:23])=[C:18]([O:24][CH2:25][CH2:26][CH2:27][O:28][CH3:29])[CH:17]=1)([CH3:32])[CH3:33]. The catalyst class is: 23. (3) Reactant: [F:1][C:2]1[CH:15]=[CH:14][C:5]([O:6][C:7]2[CH:13]=[CH:12][C:10]([NH2:11])=[CH:9][CH:8]=2)=[CH:4][CH:3]=1.Br[CH:17]([CH3:23])[C:18]([O:20][CH2:21][CH3:22])=[O:19].C([O-])(=O)C.[Na+]. Product: [CH2:21]([O:20][C:18](=[O:19])[C@H:17]([CH3:23])[NH:11][C:10]1[CH:12]=[CH:13][C:7]([O:6][C:5]2[CH:14]=[CH:15][C:2]([F:1])=[CH:3][CH:4]=2)=[CH:8][CH:9]=1)[CH3:22]. The catalyst class is: 8.